From a dataset of Catalyst prediction with 721,799 reactions and 888 catalyst types from USPTO. Predict which catalyst facilitates the given reaction. (1) Reactant: C(O)(C(F)(F)F)=O.[Cl:8][C:9]1[C:14]([NH:15][C:16]2[N:21]=[C:20]([N:22]([CH:32]3[CH2:34][CH2:33]3)[CH2:23][C:24]3[CH:29]=[CH:28][C:27]([O:30][CH3:31])=[CH:26][CH:25]=3)[C:19]3=[N:35][CH:36]=[C:37]([C:38]#[N:39])[N:18]3[N:17]=2)=[CH:13][C:12]([C:40]#[N:41])=[CH:11][C:10]=1[N:42]1[CH2:47][CH2:46][N:45](C(OC(C)(C)C)=O)[CH2:44][C:43]1=[O:55]. Product: [Cl:8][C:9]1[C:10]([N:42]2[CH2:47][CH2:46][NH:45][CH2:44][C:43]2=[O:55])=[CH:11][C:12]([C:40]#[N:41])=[CH:13][C:14]=1[NH:15][C:16]1[N:21]=[C:20]([N:22]([CH:32]2[CH2:33][CH2:34]2)[CH2:23][C:24]2[CH:29]=[CH:28][C:27]([O:30][CH3:31])=[CH:26][CH:25]=2)[C:19]2=[N:35][CH:36]=[C:37]([C:38]#[N:39])[N:18]2[N:17]=1. The catalyst class is: 2. (2) Reactant: C(=O)(ON1C(=O)CCC1=O)ON1C(=O)CCC1=O.[P:19]([O:31][CH2:32][C@H:33]1[O:37][C@@H:36]([N:38]2[CH:45]=[C:44](C#CCN)[C:42](=[O:43])[NH:41][C:39]2=[O:40])[CH2:35][C@@H:34]1[OH:50])([O:22][P:23]([O:26][P:27]([OH:30])([OH:29])=[O:28])([OH:25])=[O:24])(=[O:21])[OH:20].[CH3:51][CH2:52][N:53]([CH2:56][CH2:57]O)[CH2:54][CH3:55]. Product: [CH:44]1[C:42](=[O:43])[NH:41][C:39](=[O:40])[N:38]([C@@H:36]2[O:37][C@H:33]([CH2:32][O:31][P:19]([O:22][P:23]([O:26][P:27]([OH:30])([OH:29])=[O:28])([OH:25])=[O:24])([OH:21])=[O:20])[C@@H:34]([OH:50])[CH2:35]2)[CH:45]=1.[CH2:52]([NH+:53]([CH2:56][CH3:57])[CH2:54][CH3:55])[CH3:51]. The catalyst class is: 18. (3) Reactant: [CH:1]([N:3]([CH2:12][C@@H:13]([CH2:34][CH2:35][CH2:36][CH2:37][CH3:38])[C:14]([N:16]1[C@H:20]([C:21](O)=[O:22])[CH2:19][CH2:18][N:17]1[C:24]([O:26][CH2:27][C:28]1[CH:33]=[CH:32][CH:31]=[CH:30][CH:29]=1)=[O:25])=[O:15])[O:4][CH2:5][C:6]1[CH:11]=[CH:10][CH:9]=[CH:8][CH:7]=1)=[O:2].[N:39]1[CH:44]=[CH:43][CH:42]=[C:41]([NH2:45])[N:40]=1.ClC1N=C(OC)N=C(OC)N=1.CN1CCOCC1. The catalyst class is: 115. Product: [CH:1]([N:3]([CH2:12][C@@H:13]([CH2:34][CH2:35][CH2:36][CH2:37][CH3:38])[C:14]([N:16]1[C@H:20]([C:21]([NH:45][C:41]2[N:40]=[N:39][CH:44]=[CH:43][CH:42]=2)=[O:22])[CH2:19][CH2:18][N:17]1[C:24]([O:26][CH2:27][C:28]1[CH:33]=[CH:32][CH:31]=[CH:30][CH:29]=1)=[O:25])=[O:15])[O:4][CH2:5][C:6]1[CH:7]=[CH:8][CH:9]=[CH:10][CH:11]=1)=[O:2]. (4) Reactant: [F:1][C@H:2]1[CH2:6][CH2:5][N:4](C(OC(C)(C)C)=O)[C@@H:3]1[C:14](=[O:33])[NH:15][C:16]1[CH:21]=[C:20]([C:22]2[CH:27]=[N:26][C:25]([C:28]([F:31])([F:30])[F:29])=[CH:24][N:23]=2)[CH:19]=[C:18]([F:32])[CH:17]=1.[ClH:34]. Product: [ClH:34].[F:1][C@H:2]1[CH2:6][CH2:5][NH:4][C@@H:3]1[C:14]([NH:15][C:16]1[CH:21]=[C:20]([C:22]2[CH:27]=[N:26][C:25]([C:28]([F:30])([F:31])[F:29])=[CH:24][N:23]=2)[CH:19]=[C:18]([F:32])[CH:17]=1)=[O:33]. The catalyst class is: 12. (5) Reactant: [CH:1]1([N:7]2[C:12](=[O:13])[CH2:11][C:10](=[O:14])[N:9]([CH:15]3[CH2:20][CH2:19][CH2:18][N:17](C(OCC4C=CC=CC=4)=O)[CH2:16]3)[C:8]2=[O:31])[CH2:6][CH2:5][CH2:4][CH2:3][CH2:2]1.Cl.NC1CCC[N:36]([C:40](OCC2C=CC=CC=2)=[O:41])C1.C(N(C(C)C)CC)(C)C.C1(N=C=[O:67])CCCCC1.C(Cl)(=O)[CH2:69][C:70](Cl)=[O:71]. Product: [CH:1]1([N:7]2[C:12](=[O:13])[C:11]([C:40]([NH:36][CH2:69][C:70]([OH:71])=[O:67])=[O:41])=[C:10]([OH:14])[N:9]([CH:15]3[CH2:20][CH2:19][CH2:18][NH:17][CH2:16]3)[C:8]2=[O:31])[CH2:6][CH2:5][CH2:4][CH2:3][CH2:2]1. The catalyst class is: 4. (6) Reactant: [C:1]([O:5][C:6]([N:8]1[CH2:13][CH2:12][CH2:11][CH:10]([NH:14][CH2:15][C:16]2[CH:21]=[CH:20][CH:19]=[C:18]([O:22][C:23]3[CH:28]=[CH:27][CH:26]=[CH:25][C:24]=3[O:29][CH3:30])[CH:17]=2)[CH2:9]1)=[O:7])([CH3:4])([CH3:3])[CH3:2].CO[C:33]1C=CC=C[C:34]=1OC1C=C(C=CC=1)C=O.[BH3-]C#N.[Na+]. Product: [C:1]([O:5][C:6]([N:8]1[CH2:13][CH2:12][CH2:11][CH:10]([N:14]([CH2:33][CH3:34])[CH2:15][C:16]2[CH:21]=[CH:20][CH:19]=[C:18]([O:22][C:23]3[CH:28]=[CH:27][CH:26]=[CH:25][C:24]=3[O:29][CH3:30])[CH:17]=2)[CH2:9]1)=[O:7])([CH3:4])([CH3:3])[CH3:2]. The catalyst class is: 125.